This data is from TCR-epitope binding with 47,182 pairs between 192 epitopes and 23,139 TCRs. The task is: Binary Classification. Given a T-cell receptor sequence (or CDR3 region) and an epitope sequence, predict whether binding occurs between them. (1) The epitope is LPAADLDDF. The TCR CDR3 sequence is CASSYSTAGLNEQFF. Result: 0 (the TCR does not bind to the epitope). (2) The epitope is KAYNVTQAF. The TCR CDR3 sequence is CASSAPGQPYEQYF. Result: 0 (the TCR does not bind to the epitope). (3) The epitope is AVFDRKSDAK. The TCR CDR3 sequence is CASSLFQGSGTEAFF. Result: 1 (the TCR binds to the epitope). (4) The epitope is FLNRFTTTL. The TCR CDR3 sequence is CASSLGWGPNIQYF. Result: 0 (the TCR does not bind to the epitope). (5) The epitope is VTEHDTLLY. The TCR CDR3 sequence is CATSDPGTSGRRYNEQFF. Result: 0 (the TCR does not bind to the epitope). (6) The epitope is HLVDFQVTI. The TCR CDR3 sequence is CASSDPRFNIQYF. Result: 0 (the TCR does not bind to the epitope). (7) The TCR CDR3 sequence is CAAADEEIGNQPQHF. Result: 0 (the TCR does not bind to the epitope). The epitope is LLQTGIHVRVSQPSL. (8) The epitope is YSEHPTFTSQY. The TCR CDR3 sequence is CATSSPGLASDEQFF. Result: 1 (the TCR binds to the epitope). (9) The epitope is HSKKKCDEL. The TCR CDR3 sequence is CSVEGTSEGDVWDEQYF. Result: 0 (the TCR does not bind to the epitope).